Task: Predict the reaction yield, written as a fraction of the theoretical maximum amount of product (1.0 means a 100% yield; for example, 0.34 means a 34% yield).. Dataset: Reaction yield outcomes from USPTO patents with 853,638 reactions (1) The reactants are Cl[C:2]1[N:7]=[CH:6][N:5]=[C:4]([NH:8][CH2:9][C:10]2[CH:15]=[CH:14][C:13]([O:16][CH3:17])=[C:12]([O:18][CH:19]3[CH2:23][CH2:22][CH2:21][CH2:20]3)[CH:11]=2)[CH:3]=1.B([C:27]1[CH:38]=[CH:37][C:30]([CH2:31][C@@H:32]([C:34]([OH:36])=[O:35])[NH2:33])=[CH:29][CH:28]=1)(O)O.C(=O)([O-])[O-].[Na+].[Na+]. The catalyst is Cl[Pd](Cl)([P](C1C=CC=CC=1)(C1C=CC=CC=1)C1C=CC=CC=1)[P](C1C=CC=CC=1)(C1C=CC=CC=1)C1C=CC=CC=1.C(#N)C. The product is [NH2:33][CH:32]([CH2:31][C:30]1[CH:37]=[CH:38][C:27]([C:2]2[CH:3]=[C:4]([NH:8][CH2:9][C:10]3[CH:15]=[CH:14][C:13]([O:16][CH3:17])=[C:12]([O:18][CH:19]4[CH2:23][CH2:22][CH2:21][CH2:20]4)[CH:11]=3)[N:5]=[CH:6][N:7]=2)=[CH:28][CH:29]=1)[C:34]([OH:36])=[O:35]. The yield is 0.0600. (2) The reactants are [F:1][C:2]1[CH:11]=[CH:10][C:9]([F:12])=[C:8]2[C:3]=1[C:4]([NH:13][CH2:14][CH2:15][C:16]1[CH:17]=[CH:18][C:19]([O:23][C:24]3[CH:29]=[C:28]([C:30]([F:33])([F:32])[F:31])[CH:27]=[CH:26][N:25]=3)=[C:20]([OH:22])[CH:21]=1)=[N:5][CH:6]=[N:7]2.I[CH2:35][CH2:36][CH3:37].C([O-])([O-])=O.[K+].[K+].O. The catalyst is CS(C)=O. The product is [F:1][C:2]1[CH:11]=[CH:10][C:9]([F:12])=[C:8]2[C:3]=1[C:4]([NH:13][CH2:14][CH2:15][C:16]1[CH:17]=[CH:18][C:19]([O:23][C:24]3[CH:29]=[C:28]([C:30]([F:33])([F:31])[F:32])[CH:27]=[CH:26][N:25]=3)=[C:20]([O:22][CH2:35][CH2:36][CH3:37])[CH:21]=1)=[N:5][CH:6]=[N:7]2. The yield is 0.320. (3) The reactants are FC(F)(F)C(O)=O.C(OC([N:15]1[CH2:20][CH2:19][C:18]([CH2:22][C:23]2[CH:28]=[CH:27][C:26]([Cl:29])=[CH:25][CH:24]=2)([OH:21])[C:17]([CH3:31])([CH3:30])[CH2:16]1)=O)(C)(C)C. The catalyst is C(Cl)Cl. The product is [Cl:29][C:26]1[CH:25]=[CH:24][C:23]([CH2:22][C:18]2([OH:21])[CH2:19][CH2:20][NH:15][CH2:16][C:17]2([CH3:30])[CH3:31])=[CH:28][CH:27]=1. The yield is 0.776. (4) The reactants are [C:1](N1C=CN=C1)(=[O:3])[CH3:2].C(N(CC)CC)C.[C:16]([O:20][C:21]([N:23]1[CH2:28][CH2:27][CH2:26][CH2:25][C@@H:24]1[C@@H:29]([OH:41])[C@@H:30]([NH2:40])[CH2:31][C:32]1[CH:37]=[C:36]([F:38])[CH:35]=[C:34]([F:39])[CH:33]=1)=[O:22])([CH3:19])([CH3:18])[CH3:17]. The catalyst is ClCCl.C(OCC)(=O)C. The product is [C:16]([O:20][C:21]([N:23]1[CH2:28][CH2:27][CH2:26][CH2:25][C@@H:24]1[C@@H:29]([OH:41])[C@@H:30]([NH:40][C:1](=[O:3])[CH3:2])[CH2:31][C:32]1[CH:37]=[C:36]([F:38])[CH:35]=[C:34]([F:39])[CH:33]=1)=[O:22])([CH3:19])([CH3:17])[CH3:18]. The yield is 0.760. (5) The catalyst is O1CCOCC1.O.C1C=CC([P]([Pd]([P](C2C=CC=CC=2)(C2C=CC=CC=2)C2C=CC=CC=2)([P](C2C=CC=CC=2)(C2C=CC=CC=2)C2C=CC=CC=2)[P](C2C=CC=CC=2)(C2C=CC=CC=2)C2C=CC=CC=2)(C2C=CC=CC=2)C2C=CC=CC=2)=CC=1. The yield is 0.365. The reactants are Cl[C:2]1[N:7]=[C:6]([C:8]2[C:16]3[C:11](=[CH:12][CH:13]=[C:14]([C:17]4[O:21][C:20]([NH:22][CH2:23][C:24]5[CH:29]=[CH:28][C:27]([O:30][CH3:31])=[CH:26][CH:25]=5)=[N:19][N:18]=4)[CH:15]=3)[N:10]([S:32]([C:35]3[CH:41]=[CH:40][C:38]([CH3:39])=[CH:37][CH:36]=3)(=[O:34])=[O:33])[CH:9]=2)[CH:5]=[N:4][CH:3]=1.[F:42][C:43]1[CH:48]=[CH:47][C:46](B(O)O)=[CH:45][CH:44]=1.C([O-])([O-])=O.[K+].[K+]. The product is [F:42][C:43]1[CH:48]=[CH:47][C:46]([C:2]2[N:7]=[C:6]([C:8]3[C:16]4[C:11](=[CH:12][CH:13]=[C:14]([C:17]5[O:21][C:20]([NH:22][CH2:23][C:24]6[CH:25]=[CH:26][C:27]([O:30][CH3:31])=[CH:28][CH:29]=6)=[N:19][N:18]=5)[CH:15]=4)[N:10]([S:32]([C:35]4[CH:36]=[CH:37][C:38]([CH3:39])=[CH:40][CH:41]=4)(=[O:34])=[O:33])[CH:9]=3)[CH:5]=[N:4][CH:3]=2)=[CH:45][CH:44]=1. (6) The reactants are [N:1]([C:4]([C:7]1[CH:12]=[CH:11][CH:10]=[C:9]([C:13]([CH3:15])=[CH2:14])[CH:8]=1)([CH3:6])[CH3:5])=C=O.[OH-].[K+]. The catalyst is CC(O)(C)C. The product is [C:13]([C:9]1[CH:8]=[C:7]([C:4]([NH2:1])([CH3:6])[CH3:5])[CH:12]=[CH:11][CH:10]=1)([CH3:15])=[CH2:14]. The yield is 0.630.